Dataset: Catalyst prediction with 721,799 reactions and 888 catalyst types from USPTO. Task: Predict which catalyst facilitates the given reaction. (1) Reactant: Cl.[NH2:2][C@H:3]1[CH2:7][CH2:6][CH2:5][C@@H:4]1[NH:8][C:9](=[O:20])[C:10]1[C:15]([O:16][CH3:17])=[CH:14][CH:13]=[CH:12][C:11]=1[O:18][CH3:19].CCN(C(C)C)C(C)C.Cl[C:31]1[N:36]=[CH:35][C:34]([C:37]([F:40])([F:39])[F:38])=[CH:33][N:32]=1. Product: [CH3:17][O:16][C:15]1[CH:14]=[CH:13][CH:12]=[C:11]([O:18][CH3:19])[C:10]=1[C:9]([NH:8][C@H:4]1[CH2:5][CH2:6][CH2:7][C@@H:3]1[NH:2][C:31]1[N:36]=[CH:35][C:34]([C:37]([F:40])([F:39])[F:38])=[CH:33][N:32]=1)=[O:20]. The catalyst class is: 37. (2) Reactant: [Cl:1][C:2]1[CH:15]=[CH:14][C:5]([O:6][C@@H:7]2[CH2:11][N:10]([CH3:12])[CH2:9][C@H:8]2[NH2:13])=[CH:4][C:3]=1[F:16].C1N=CN([C:22](N2C=NC=C2)=[O:23])C=1.[O:29]1[CH2:34][CH2:33][CH:32]([NH:35][C:36]2[N:37]=[CH:38][C:39]3[CH2:45][CH2:44][NH:43][CH2:42][C:40]=3[N:41]=2)[CH2:31][CH2:30]1. Product: [Cl:1][C:2]1[CH:15]=[CH:14][C:5]([O:6][CH:7]2[CH2:11][N:10]([CH3:12])[CH2:9][CH:8]2[NH:13][C:22]([N:43]2[CH2:44][CH2:45][C:39]3[CH:38]=[N:37][C:36]([NH:35][CH:32]4[CH2:31][CH2:30][O:29][CH2:34][CH2:33]4)=[N:41][C:40]=3[CH2:42]2)=[O:23])=[CH:4][C:3]=1[F:16]. The catalyst class is: 2. (3) Reactant: Cl[C:2]1[C:11]2[C:6](=[CH:7][C:8]([O:14][CH2:15][CH2:16][CH2:17][N:18]3[CH2:23][CH2:22][O:21][CH2:20][CH2:19]3)=[C:9]([O:12][CH3:13])[CH:10]=2)[N:5]=[CH:4][N:3]=1.[F:24][C:25]1[CH:33]=[C:32]([C:34]#[C:35][CH2:36][O:37][CH3:38])[C:28]2[O:29][CH2:30][O:31][C:27]=2[C:26]=1[NH2:39].C[Si]([N-][Si](C)(C)C)(C)C.[Na+]. Product: [F:24][C:25]1[CH:33]=[C:32]([C:34]#[C:35][CH2:36][O:37][CH3:38])[C:28]2[O:29][CH2:30][O:31][C:27]=2[C:26]=1[NH:39][C:2]1[C:11]2[C:6](=[CH:7][C:8]([O:14][CH2:15][CH2:16][CH2:17][N:18]3[CH2:23][CH2:22][O:21][CH2:20][CH2:19]3)=[C:9]([O:12][CH3:13])[CH:10]=2)[N:5]=[CH:4][N:3]=1. The catalyst class is: 3. (4) Reactant: C(N(CC)CC)C.[CH3:8][C:9]1[CH:14]=[CH:13][CH:12]=[CH:11][C:10]=1[C:15]1[CH:20]=[CH:19][C:18]([C:21]([N:23]2[CH2:30][C:29](=O)[CH2:28][C@H:24]2[C:25]([OH:27])=[O:26])=[O:22])=[CH:17][CH:16]=1.Cl.[O:33]([NH2:35])[CH3:34]. Product: [CH3:34][O:33][N:35]=[C:29]1[CH2:30][N:23]([C:21]([C:18]2[CH:19]=[CH:20][C:15]([C:10]3[CH:11]=[CH:12][CH:13]=[CH:14][C:9]=3[CH3:8])=[CH:16][CH:17]=2)=[O:22])[C@H:24]([C:25]([OH:27])=[O:26])[CH2:28]1. The catalyst class is: 4. (5) Reactant: [CH3:1][CH:2]1[CH2:7][C:6](=[O:8])[CH2:5][C:4](=O)[CH2:3]1.CC([O-])=O.[Na+].BrBr.[NH2:17][C:18]([NH2:20])=[S:19]. Product: [NH2:20][C:18]1[S:19][C:5]2[C:6](=[O:8])[CH2:7][CH:2]([CH3:1])[CH2:3][C:4]=2[N:17]=1. The catalyst class is: 52. (6) Reactant: [Cl:1][C:2]1[CH:7]=[C:6]([F:8])[CH:5]=[C:4]([Cl:9])[C:3]=1[O:10][CH2:11][C:12]1[C:16]([CH2:17][O:18][C:19]2[CH:20]=[C:21]3[C:25](=[CH:26][CH:27]=2)[N:24]([CH2:28][C:29]2[CH:30]=[C:31]([CH:36]=[CH:37][CH:38]=2)[C:32]([O:34]C)=[O:33])[CH:23]=[CH:22]3)=[C:15]([CH:39]([CH3:41])[CH3:40])[O:14][N:13]=1.O1CCCC1.[OH-].[Na+]. Product: [Cl:9][C:4]1[CH:5]=[C:6]([F:8])[CH:7]=[C:2]([Cl:1])[C:3]=1[O:10][CH2:11][C:12]1[C:16]([CH2:17][O:18][C:19]2[CH:20]=[C:21]3[C:25](=[CH:26][CH:27]=2)[N:24]([CH2:28][C:29]2[CH:30]=[C:31]([CH:36]=[CH:37][CH:38]=2)[C:32]([OH:34])=[O:33])[CH:23]=[CH:22]3)=[C:15]([CH:39]([CH3:41])[CH3:40])[O:14][N:13]=1. The catalyst class is: 5. (7) Reactant: [CH3:1][C:2]([CH3:60])([CH2:10][C:11]([O:13][C@H:14]1[CH2:31][CH2:30][C@@:29]2([CH3:32])[C@@H:16]([CH2:17][CH2:18][C@:19]3([CH3:57])[C@@H:28]2[CH2:27][CH2:26][C@H:25]2[C@@:20]3([CH3:56])[CH2:21][CH2:22][C@@:23]3(/[CH:40]=[C:41](\[CH3:55])/[C:42]([NH:44][C:45]4([C:48]5[CH:53]=[CH:52][C:51]([Cl:54])=[CH:50][CH:49]=5)[CH2:47][CH2:46]4)=[O:43])[CH2:35][C:34](=[O:36])[C:33]([CH:37]([CH3:39])[CH3:38])=[C:24]32)[C:15]1([CH3:59])[CH3:58])=[O:12])[C:3]([O:5]C(C)(C)C)=[O:4].C(O)(C(F)(F)F)=O.CC#N.O. Product: [Cl:54][C:51]1[CH:50]=[CH:49][C:48]([C:45]2([NH:44][C:42](=[O:43])/[C:41](/[CH3:55])=[CH:40]/[C@:23]34[CH2:35][C:34](=[O:36])[C:33]([CH:37]([CH3:38])[CH3:39])=[C:24]3[C@@H:25]3[C@@:20]([CH3:56])([CH2:21][CH2:22]4)[C@@:19]4([CH3:57])[C@@H:28]([C@:29]5([CH3:32])[C@@H:16]([CH2:17][CH2:18]4)[C:15]([CH3:58])([CH3:59])[C@@H:14]([O:13][C:11](=[O:12])[CH2:10][C:2]([CH3:1])([CH3:60])[C:3]([OH:5])=[O:4])[CH2:31][CH2:30]5)[CH2:27][CH2:26]3)[CH2:47][CH2:46]2)=[CH:53][CH:52]=1. The catalyst class is: 2.